The task is: Predict the product of the given reaction.. This data is from Forward reaction prediction with 1.9M reactions from USPTO patents (1976-2016). Given the reactants [Br:1][C:2]1[CH:7]=[C:6]([Cl:8])[C:5]([S:9](Cl)(=[O:11])=[O:10])=[C:4]([Cl:13])[CH:3]=1.[CH3:14][C:15]1[C:20]([NH2:21])=[CH:19][CH:18]=[CH:17][N:16]=1, predict the reaction product. The product is: [Br:1][C:2]1[CH:7]=[C:6]([Cl:8])[C:5]([S:9]([NH:21][C:20]2[C:15]([CH3:14])=[N:16][CH:17]=[CH:18][CH:19]=2)(=[O:11])=[O:10])=[C:4]([Cl:13])[CH:3]=1.